Dataset: Full USPTO retrosynthesis dataset with 1.9M reactions from patents (1976-2016). Task: Predict the reactants needed to synthesize the given product. (1) Given the product [CH:8]1[C:16]2[C:15]3[CH:17]=[CH:18][CH:19]=[CH:20][C:14]=3[O:13][C:12]=2[C:11]([C:21]2[N:26]=[CH:25][N:24]=[C:23]([NH:24][C:23]3[CH:22]=[C:21]([NH:26][C:41](=[O:42])[C:40]4[CH:44]=[CH:45][C:37]([N:36]([CH3:46])[CH3:35])=[CH:38][CH:39]=4)[CH:11]=[CH:2][CH:3]=3)[CH:22]=2)=[CH:10][CH:9]=1, predict the reactants needed to synthesize it. The reactants are: F[C:2](F)(F)[C:3](O)=O.[CH:8]1[C:16]2[C:15]3[CH:17]=[CH:18][CH:19]=[CH:20][C:14]=3[O:13][C:12]=2[C:11]([C:21]2[N:26]=[C:25](NC3C=CC=C(N)C=3)[N:24]=[CH:23][CH:22]=2)=[CH:10][CH:9]=1.[CH3:35][N:36]([CH3:46])[C:37]1[CH:45]=[CH:44][C:40]([C:41](Cl)=[O:42])=[CH:39][CH:38]=1. (2) Given the product [OH:3][C:4]1[CH:13]=[CH:12][C:11]([NH:14][C:15]([NH:17][CH2:18][CH2:19][NH:20][C:21](=[O:46])[CH:22]([O:25][CH2:26][CH2:27][CH2:28][CH2:29]/[CH:30]=[CH:31]\[CH2:32]/[CH:33]=[CH:34]\[CH2:35]/[CH:36]=[CH:37]\[CH2:38]/[CH:39]=[CH:40]\[CH2:41]/[CH:42]=[CH:43]\[CH2:44][CH3:45])[CH2:23][CH3:24])=[O:16])=[CH:10][C:5]=1[C:6]([OH:8])=[O:7], predict the reactants needed to synthesize it. The reactants are: [Li+].[OH-].[OH:3][C:4]1[CH:13]=[CH:12][C:11]([NH:14][C:15]([NH:17][CH2:18][CH2:19][NH:20][C:21](=[O:46])[CH:22]([O:25][CH2:26][CH2:27][CH2:28][CH2:29]/[CH:30]=[CH:31]\[CH2:32]/[CH:33]=[CH:34]\[CH2:35]/[CH:36]=[CH:37]\[CH2:38]/[CH:39]=[CH:40]\[CH2:41]/[CH:42]=[CH:43]\[CH2:44][CH3:45])[CH2:23][CH3:24])=[O:16])=[CH:10][C:5]=1[C:6]([O:8]C)=[O:7].Cl. (3) Given the product [NH2:15][C@H:12]1[CH2:13][CH2:14][C@H:9]([NH:8][C:5]2[CH:4]=[C:3]([C:16]3[CH:21]=[CH:20][CH:19]=[C:18]([NH:23][CH2:24][C@H:25]4[CH2:30][CH2:29][CH2:28][N:27]([C:31]([O:33][C:34]([CH3:37])([CH3:36])[CH3:35])=[O:32])[CH2:26]4)[N:17]=3)[C:2]([Cl:1])=[CH:7][N:6]=2)[CH2:10][CH2:11]1, predict the reactants needed to synthesize it. The reactants are: [Cl:1][C:2]1[C:3]([C:16]2[CH:21]=[CH:20][CH:19]=[C:18](F)[N:17]=2)=[CH:4][C:5]([NH:8][C@H:9]2[CH2:14][CH2:13][C@H:12]([NH2:15])[CH2:11][CH2:10]2)=[N:6][CH:7]=1.[NH2:23][CH2:24][C@H:25]1[CH2:30][CH2:29][CH2:28][N:27]([C:31]([O:33][C:34]([CH3:37])([CH3:36])[CH3:35])=[O:32])[CH2:26]1.